This data is from Forward reaction prediction with 1.9M reactions from USPTO patents (1976-2016). The task is: Predict the product of the given reaction. (1) Given the reactants [CH2:1]([N:8]1[C:16]2[C:11](=[CH:12][C:13](Br)=[CH:14][CH:15]=2)[CH:10]=[CH:9]1)[C:2]1[CH:7]=[CH:6][CH:5]=[CH:4][CH:3]=1.[F:18][C:19]([F:31])([F:30])[O:20][C:21]1[CH:22]=[C:23](B(O)O)[CH:24]=[CH:25][CH:26]=1.C(=O)([O-])[O-].[K+].[K+], predict the reaction product. The product is: [CH2:1]([N:8]1[C:16]2[C:11](=[CH:12][C:13]([C:23]3[CH:24]=[CH:25][CH:26]=[C:21]([O:20][C:19]([F:18])([F:30])[F:31])[CH:22]=3)=[CH:14][CH:15]=2)[CH:10]=[CH:9]1)[C:2]1[CH:7]=[CH:6][CH:5]=[CH:4][CH:3]=1. (2) Given the reactants [Br:1][C:2]1[CH:3]=[C:4]([C:8]2([C:12]([OH:14])=O)[CH2:11][CH2:10][CH2:9]2)[CH:5]=[CH:6][CH:7]=1.C(N(CC)CC)C.ClC(OCC)=O.[N-:28]=[N+:29]=[N-:30].[Na+], predict the reaction product. The product is: [Br:1][C:2]1[CH:3]=[C:4]([C:8]2([C:12]([N:28]=[N+:29]=[N-:30])=[O:14])[CH2:11][CH2:10][CH2:9]2)[CH:5]=[CH:6][CH:7]=1. (3) Given the reactants C([C:4]1([CH:8]([O:10][CH:11]2[CH2:16][CH2:15][CH:14]([N:17]3[C:22](=[O:23])[C:21]([CH2:24][C:25]4[CH:30]=[CH:29][C:28]([C:31]5[C:32]([C:37]#[N:38])=[CH:33][CH:34]=[CH:35][CH:36]=5)=[CH:27][C:26]=4[F:39])=[C:20]([CH2:40][CH2:41][CH3:42])[N:19]4[N:43]=[CH:44][N:45]=[C:18]34)[CH2:13][CH2:12]2)[CH3:9])[CH2:7][CH2:6][CH2:5]1)(=O)C.OO.FC(F)(F)C(OC(=O)C(F)(F)F)=[O:51].C(=O)([O-])O.[Na+].S([O-])([O-])(=O)=S.[Na+].[Na+], predict the reaction product. The product is: [F:39][C:26]1[CH:27]=[C:28]([C:31]2[C:32]([C:37]#[N:38])=[CH:33][CH:34]=[CH:35][CH:36]=2)[CH:29]=[CH:30][C:25]=1[CH2:24][C:21]1[C:22](=[O:23])[N:17]([C@H:14]2[CH2:13][CH2:12][C@H:11]([O:10][CH:8]([C:4]3([OH:51])[CH2:7][CH2:6][CH2:5]3)[CH3:9])[CH2:16][CH2:15]2)[C:18]2[N:19]([N:43]=[CH:44][N:45]=2)[C:20]=1[CH2:40][CH2:41][CH3:42]. (4) Given the reactants BrC1C=CC(N/[N:9]=[C:10](/[C:12]2[C:17]([F:18])=[CH:16][CH:15]=[CH:14][C:13]=2[Cl:19])\[CH3:11])=CC=1.[CH3:20][N:21]1[C:25](OS(C(F)(F)F)(=O)=O)=[CH:24][C:23]([C:34]([F:37])([F:36])[F:35])=[N:22]1, predict the reaction product. The product is: [Cl:19][C:13]1[CH:14]=[CH:15][CH:16]=[C:17]([F:18])[C:12]=1[C:10]1[NH:9][C:12]2[C:17]([CH:11]=1)=[CH:16][C:15]([C:25]1[N:21]([CH3:20])[N:22]=[C:23]([C:34]([F:35])([F:36])[F:37])[CH:24]=1)=[CH:14][CH:13]=2. (5) Given the reactants Br[C:2]12[CH2:11][CH:6]3[CH2:7][CH:8]([CH2:10][C:4]([C:12]([OH:14])=[O:13])([CH2:5]3)[CH2:3]1)[CH2:9]2.[Al+3].[Cl-:16].[Cl-].[Cl-], predict the reaction product. The product is: [Cl:16][C:2]1[CH:11]=[CH:6][C:5]([C:2]23[CH2:11][CH:6]4[CH2:7][CH:8]([CH2:10][C:4]([C:12]([OH:14])=[O:13])([CH2:5]4)[CH2:3]2)[CH2:9]3)=[CH:4][CH:3]=1.